Dataset: Catalyst prediction with 721,799 reactions and 888 catalyst types from USPTO. Task: Predict which catalyst facilitates the given reaction. Reactant: [O:1]1[CH:5]=[CH:4][N:3]=[CH:2]1.B.C1COCC1.[Li]C(C)(C)C.[C:17]([O:21][C:22]([N:24]1[CH2:29][CH2:28][CH:27]([CH:30]=[O:31])[CH2:26][CH2:25]1)=[O:23])([CH3:20])([CH3:19])[CH3:18]. Product: [C:17]([O:21][C:22]([N:24]1[CH2:29][CH2:28][CH:27]([CH:30]([OH:31])[C:2]2[O:1][CH:5]=[CH:4][N:3]=2)[CH2:26][CH2:25]1)=[O:23])([CH3:20])([CH3:19])[CH3:18]. The catalyst class is: 1.